Dataset: Forward reaction prediction with 1.9M reactions from USPTO patents (1976-2016). Task: Predict the product of the given reaction. (1) Given the reactants [F:1][C:2]([F:18])([F:17])[C:3]1[CH:8]=[CH:7][C:6]([C:9]2[CH:14]=[CH:13][CH:12]=[C:11]([CH2:15][NH2:16])[CH:10]=2)=[CH:5][CH:4]=1.N1C=CC=CC=1.[Br:25][CH2:26][C:27](Cl)=[O:28].O, predict the reaction product. The product is: [Br:25][CH2:26][C:27]([NH:16][CH2:15][C:11]1[CH:10]=[C:9]([C:6]2[CH:5]=[CH:4][C:3]([C:2]([F:17])([F:18])[F:1])=[CH:8][CH:7]=2)[CH:14]=[CH:13][CH:12]=1)=[O:28]. (2) Given the reactants Br[CH2:2][C:3]1[C:8]([Cl:9])=[CH:7][CH:6]=[CH:5][C:4]=1[N:10]1[C:14](=[O:15])[N:13]([CH3:16])[N:12]=[N:11]1.[F:17][C:18]1[CH:23]=[CH:22][C:21]([N:24]2[CH:28]=[CH:27][C:26]([OH:29])=[N:25]2)=[CH:20][CH:19]=1.C(=O)([O-])[O-].[K+].[K+].C(#N)C, predict the reaction product. The product is: [F:17][C:18]1[CH:19]=[CH:20][C:21]([N:24]2[CH:28]=[CH:27][C:26]([O:29][CH2:2][C:3]3[C:8]([Cl:9])=[CH:7][CH:6]=[CH:5][C:4]=3[N:10]3[C:14](=[O:15])[N:13]([CH3:16])[N:12]=[N:11]3)=[N:25]2)=[CH:22][CH:23]=1. (3) Given the reactants F[C:2]1[CH:9]=[CH:8][C:7]([N+:10]([O-:12])=[O:11])=[CH:6][C:3]=1[C:4]#[N:5].Cl.[CH3:14][NH:15][CH3:16].C(=O)(O)[O-].[K+].O, predict the reaction product. The product is: [CH3:14][N:15]([CH3:16])[C:2]1[CH:9]=[CH:8][C:7]([N+:10]([O-:12])=[O:11])=[CH:6][C:3]=1[C:4]#[N:5].